The task is: Predict the reactants needed to synthesize the given product.. This data is from Full USPTO retrosynthesis dataset with 1.9M reactions from patents (1976-2016). (1) Given the product [Si:26]([O:29][C:30]1[CH:35]=[CH:34][C:33]([Cl:36])=[CH:32][C:31]=1[CH:11]1[CH2:14][N:13]([C:15]([O:17][C:18]([CH3:21])([CH3:20])[CH3:19])=[O:16])[CH2:12]1)([C:22]([CH3:25])([CH3:24])[CH3:23])([CH3:28])[CH3:27], predict the reactants needed to synthesize it. The reactants are: BrCCBr.Cl[Si](C)(C)C.I[CH:11]1[CH2:14][N:13]([C:15]([O:17][C:18]([CH3:21])([CH3:20])[CH3:19])=[O:16])[CH2:12]1.[C:22]([Si:26]([O:29][C:30]1[CH:35]=[CH:34][C:33]([Cl:36])=[CH:32][C:31]=1I)([CH3:28])[CH3:27])([CH3:25])([CH3:24])[CH3:23].O1C=CC=C1P(C1OC=CC=1)C1OC=CC=1. (2) Given the product [C:3]([O:7][C:8](=[O:28])[NH:9][CH:10]([CH2:26][O:27][CH3:29])[CH2:11][C:12]1[CH:17]=[CH:16][C:15]([C:18]2[CH:23]=[CH:22][C:21]([F:24])=[C:20]([Cl:25])[CH:19]=2)=[CH:14][CH:13]=1)([CH3:5])([CH3:4])[CH3:6], predict the reactants needed to synthesize it. The reactants are: [H-].[Na+].[C:3]([O:7][C:8](=[O:28])[NH:9][CH:10]([CH2:26][OH:27])[CH2:11][C:12]1[CH:17]=[CH:16][C:15]([C:18]2[CH:23]=[CH:22][C:21]([F:24])=[C:20]([Cl:25])[CH:19]=2)=[CH:14][CH:13]=1)([CH3:6])([CH3:5])[CH3:4].[CH2:29]1COCC1. (3) Given the product [Br:7][CH2:6][CH2:5][CH2:4][CH2:3][O:2][C:1]([O:8][CH2:9]/[C:10](/[C:20]1[CH:25]=[CH:24][C:23]([S:26]([CH3:29])(=[O:27])=[O:28])=[CH:22][CH:21]=1)=[C:11](/[C:14]1[CH:19]=[CH:18][CH:17]=[CH:16][CH:15]=1)\[C:12]([O:33][CH3:32])=[O:13])=[O:30], predict the reactants needed to synthesize it. The reactants are: [C:1](=[O:30])([O:8][CH2:9]/[C:10](/[C:20]1[CH:25]=[CH:24][C:23]([S:26]([CH3:29])(=[O:28])=[O:27])=[CH:22][CH:21]=1)=[C:11](/[C:14]1[CH:19]=[CH:18][CH:17]=[CH:16][CH:15]=1)\[CH2:12][OH:13])[O:2][CH2:3][CH2:4][CH2:5][CH2:6][Br:7].C[C:32](OI1(OC(C)=O)(OC(C)=O)OC(=O)C2C=CC=CC1=2)=[O:33].CC(=CC)C.P(=O)(O)(O)O.[O-]Cl=O.[Na+]. (4) Given the product [C:1]([O:5][C:6](=[O:25])[N:7]([CH2:18][C:19]1[CH:20]=[CH:21][CH:22]=[CH:23][CH:24]=1)[CH2:8][C:9]1[CH:10]=[CH:11][CH:12]=[C:13]2[C:17]=1[N:16]([C:30]1[CH:29]=[CH:28][CH:33]=[CH:32][N:31]=1)[CH2:15][CH2:14]2)([CH3:4])([CH3:2])[CH3:3], predict the reactants needed to synthesize it. The reactants are: [C:1]([O:5][C:6](=[O:25])[N:7]([CH2:18][C:19]1[CH:24]=[CH:23][CH:22]=[CH:21][CH:20]=1)[CH2:8][C:9]1[CH:10]=[CH:11][CH:12]=[C:13]2[C:17]=1[NH:16][CH2:15][CH2:14]2)([CH3:4])([CH3:3])[CH3:2].Cl.Br[C:28]1[CH:33]=[CH:32][N:31]=[CH:30][CH:29]=1.C1(P(C2CCCCC2)C2C=CC=CC=2C2C=CC=CC=2)CCCCC1.CC(C)([O-])C.[Na+]. (5) Given the product [CH2:1]([O:3][C:4]1[C:5]2[B:13]([OH:14])[O:17][CH:16]([CH2:19][N+:24]([O-:26])=[O:25])[C:6]=2[C:9]([F:12])=[CH:10][CH:11]=1)[CH3:2], predict the reactants needed to synthesize it. The reactants are: [CH2:1]([O:3][C:4]1[C:5]([B:13]2[O:17][C:16]([CH3:19])(C)C(C)(C)[O:14]2)=[C:6]([C:9]([F:12])=[CH:10][CH:11]=1)C=O)[CH3:2].[OH-].[Na+].[N+:24](C)([O-:26])=[O:25].Cl. (6) Given the product [F:35][CH:11]([F:10])[N:12]1[C:16]([CH2:17][C:18]2[CH:23]=[CH:22][C:21]([NH2:24])=[C:20]([CH3:27])[CH:19]=2)=[N:15][C:14]([C:28]([F:34])([F:33])[C:29]([F:30])([F:31])[F:32])=[N:13]1, predict the reactants needed to synthesize it. The reactants are: [NH4+].C(O)(=O)C.CC(C)=O.[F:10][CH:11]([F:35])[N:12]1[C:16]([CH2:17][C:18]2[CH:23]=[CH:22][C:21]([N+:24]([O-])=O)=[C:20]([CH3:27])[CH:19]=2)=[N:15][C:14]([C:28]([F:34])([F:33])[C:29]([F:32])([F:31])[F:30])=[N:13]1.FC(F)N1C(C(F)(F)C(F)(F)F)=NC(CC2C=CC([N+]([O-])=O)=C(C)C=2)=N1. (7) The reactants are: [CH3:1][C:2]1[C:32]([CH3:33])=[CH:31][CH:30]=[CH:29][C:3]=1[O:4][CH2:5][CH2:6][CH2:7][C:8]([N:10]1[C:19]2[C:14](=[C:15](B3OC(C)(C)C(C)(C)O3)[CH:16]=[CH:17][CH:18]=2)[CH2:13][CH2:12][CH2:11]1)=[O:9].Br[C:35]1[CH:40]=[CH:39][N:38]=[C:37]([C:41]([O:43][CH3:44])=[O:42])[CH:36]=1.C(=O)([O-])[O-].[K+].[K+].O. Given the product [CH3:1][C:2]1[C:32]([CH3:33])=[CH:31][CH:30]=[CH:29][C:3]=1[O:4][CH2:5][CH2:6][CH2:7][C:8]([N:10]1[C:19]2[C:14](=[C:15]([C:35]3[CH:40]=[CH:39][N:38]=[C:37]([C:41]([O:43][CH3:44])=[O:42])[CH:36]=3)[CH:16]=[CH:17][CH:18]=2)[CH2:13][CH2:12][CH2:11]1)=[O:9], predict the reactants needed to synthesize it.